This data is from NCI-60 drug combinations with 297,098 pairs across 59 cell lines. The task is: Regression. Given two drug SMILES strings and cell line genomic features, predict the synergy score measuring deviation from expected non-interaction effect. (1) Drug 1: C#CCC(CC1=CN=C2C(=N1)C(=NC(=N2)N)N)C3=CC=C(C=C3)C(=O)NC(CCC(=O)O)C(=O)O. Drug 2: CCC1(C2=C(COC1=O)C(=O)N3CC4=CC5=C(C=CC(=C5CN(C)C)O)N=C4C3=C2)O.Cl. Cell line: SF-295. Synergy scores: CSS=43.3, Synergy_ZIP=-2.73, Synergy_Bliss=-5.01, Synergy_Loewe=-2.35, Synergy_HSA=-3.30. (2) Drug 1: CC1C(C(=O)NC(C(=O)N2CCCC2C(=O)N(CC(=O)N(C(C(=O)O1)C(C)C)C)C)C(C)C)NC(=O)C3=C4C(=C(C=C3)C)OC5=C(C(=O)C(=C(C5=N4)C(=O)NC6C(OC(=O)C(N(C(=O)CN(C(=O)C7CCCN7C(=O)C(NC6=O)C(C)C)C)C)C(C)C)C)N)C. Drug 2: CC1=C(C=C(C=C1)NC(=O)C2=CC=C(C=C2)CN3CCN(CC3)C)NC4=NC=CC(=N4)C5=CN=CC=C5. Cell line: SNB-19. Synergy scores: CSS=27.4, Synergy_ZIP=1.94, Synergy_Bliss=5.89, Synergy_Loewe=-15.1, Synergy_HSA=6.00. (3) Drug 1: C#CCC(CC1=CN=C2C(=N1)C(=NC(=N2)N)N)C3=CC=C(C=C3)C(=O)NC(CCC(=O)O)C(=O)O. Drug 2: C1CNP(=O)(OC1)N(CCCl)CCCl. Cell line: TK-10. Synergy scores: CSS=-0.905, Synergy_ZIP=-0.391, Synergy_Bliss=-2.32, Synergy_Loewe=-7.70, Synergy_HSA=-4.50.